This data is from Reaction yield outcomes from USPTO patents with 853,638 reactions. The task is: Predict the reaction yield, written as a fraction of the theoretical maximum amount of product (1.0 means a 100% yield; for example, 0.34 means a 34% yield). (1) The reactants are [CH:1]1([C:4]2[NH:5][C:6]3[C:12]([O:13][CH3:14])=[CH:11][CH:10]=[CH:9][C:7]=3[N:8]=2)[CH2:3][CH2:2]1.[F:15][C:16]1[CH:21]=[CH:20][CH:19]=[C:18]([F:22])[C:17]=1[CH2:23]Br. No catalyst specified. The product is [F:15][C:16]1[CH:21]=[CH:20][CH:19]=[C:18]([F:22])[C:17]=1[CH2:23][N:8]1[C:7]2[CH:9]=[CH:10][CH:11]=[C:12]([O:13][CH3:14])[C:6]=2[N:5]=[C:4]1[CH:1]1[CH2:3][CH2:2]1. The yield is 0.920. (2) The reactants are [Br:1][C:2]1[CH:7]=[CH:6][C:5]([NH:8][C:9](=[O:12])[CH2:10][OH:11])=[C:4](F)[CH:3]=1.[H-].[Na+].O. The catalyst is CN(C=O)C. The product is [Br:1][C:2]1[CH:7]=[CH:6][C:5]2[NH:8][C:9](=[O:12])[CH2:10][O:11][C:4]=2[CH:3]=1. The yield is 0.310. (3) The reactants are [C:1]([N:6]1[CH2:10][CH2:9][O:8][C:7]1=[O:11])(=[O:5])/[CH:2]=[CH:3]/[CH3:4].[NH2:12][C:13]1[CH:18]=[CH:17][CH:16]=[CH:15][CH:14]=1.FC(F)(F)S(O)(=O)=O.[Cl-].[NH4+]. The catalyst is C1(C)C=CC=CC=1. The product is [C:13]1([NH:12][CH:3]([CH3:4])[CH2:2][C:1]([N:6]2[CH2:10][CH2:9][O:8][C:7]2=[O:11])=[O:5])[CH:18]=[CH:17][CH:16]=[CH:15][CH:14]=1. The yield is 0.890. (4) The reactants are CO[C:3]([C:5]1[NH:6][N:7]=[C:8]([O:10][CH2:11][C:12]2[C:13]([C:18]3[CH:23]=[CH:22][CH:21]=[CH:20][CH:19]=3)=[N:14][O:15][C:16]=2[CH3:17])[CH:9]=1)=[O:4].[CH2:24]([CH2:26][NH2:27])[OH:25].N12CCCNC1=NCCC2. The catalyst is C1(C)C=CC=CC=1. The product is [OH:25][CH2:24][CH2:26][NH:27][C:3]([C:5]1[NH:6][N:7]=[C:8]([O:10][CH2:11][C:12]2[C:13]([C:18]3[CH:19]=[CH:20][CH:21]=[CH:22][CH:23]=3)=[N:14][O:15][C:16]=2[CH3:17])[CH:9]=1)=[O:4]. The yield is 0.280. (5) The reactants are O.[NH2:2][NH2:3].[C:4]([CH2:12][C:13](=O)[CH3:14])(=O)[C:5]1[CH:10]=[CH:9][CH:8]=[CH:7][CH:6]=1. The catalyst is C(O)C. The product is [CH3:14][C:13]1[NH:3][N:2]=[C:4]([C:5]2[CH:10]=[CH:9][CH:8]=[CH:7][CH:6]=2)[CH:12]=1. The yield is 0.997. (6) The reactants are [NH2:1][C:2]1[S:6][C:5]2[CH2:7][CH2:8][CH2:9][CH2:10][C:4]=2[C:3]=1[C:11]([C:13]1[CH:18]=[CH:17][C:16]([O:19][CH3:20])=[CH:15][CH:14]=1)=O.[CH:21]1([C:24](=[O:29])[CH2:25][C:26](=O)[CH3:27])[CH2:23][CH2:22]1. The catalyst is C(O)(=O)C.S(=O)(=O)(O)O. The product is [CH:21]1([C:24]([C:25]2[C:11]([C:13]3[CH:18]=[CH:17][C:16]([O:19][CH3:20])=[CH:15][CH:14]=3)=[C:3]3[C:4]4[CH2:10][CH2:9][CH2:8][CH2:7][C:5]=4[S:6][C:2]3=[N:1][C:26]=2[CH3:27])=[O:29])[CH2:23][CH2:22]1. The yield is 0.320.